From a dataset of NCI-60 drug combinations with 297,098 pairs across 59 cell lines. Regression. Given two drug SMILES strings and cell line genomic features, predict the synergy score measuring deviation from expected non-interaction effect. Drug 1: C1=CC(=CC=C1C#N)C(C2=CC=C(C=C2)C#N)N3C=NC=N3. Drug 2: CC12CCC3C(C1CCC2OP(=O)(O)O)CCC4=C3C=CC(=C4)OC(=O)N(CCCl)CCCl.[Na+]. Cell line: RXF 393. Synergy scores: CSS=0.929, Synergy_ZIP=3.44, Synergy_Bliss=6.84, Synergy_Loewe=0.680, Synergy_HSA=1.21.